Dataset: NCI-60 drug combinations with 297,098 pairs across 59 cell lines. Task: Regression. Given two drug SMILES strings and cell line genomic features, predict the synergy score measuring deviation from expected non-interaction effect. (1) Synergy scores: CSS=19.0, Synergy_ZIP=-7.11, Synergy_Bliss=0.547, Synergy_Loewe=-4.60, Synergy_HSA=-0.382. Drug 1: CCC1(CC2CC(C3=C(CCN(C2)C1)C4=CC=CC=C4N3)(C5=C(C=C6C(=C5)C78CCN9C7C(C=CC9)(C(C(C8N6C=O)(C(=O)OC)O)OC(=O)C)CC)OC)C(=O)OC)O.OS(=O)(=O)O. Drug 2: CCC1(C2=C(COC1=O)C(=O)N3CC4=CC5=C(C=CC(=C5CN(C)C)O)N=C4C3=C2)O.Cl. Cell line: UO-31. (2) Drug 1: CC1=C(C=C(C=C1)NC(=O)C2=CC=C(C=C2)CN3CCN(CC3)C)NC4=NC=CC(=N4)C5=CN=CC=C5. Drug 2: B(C(CC(C)C)NC(=O)C(CC1=CC=CC=C1)NC(=O)C2=NC=CN=C2)(O)O. Cell line: OVCAR-5. Synergy scores: CSS=54.4, Synergy_ZIP=0.625, Synergy_Bliss=2.64, Synergy_Loewe=-19.4, Synergy_HSA=0.253. (3) Drug 1: C1=CC(=CC=C1CCCC(=O)O)N(CCCl)CCCl. Drug 2: C1=CC=C(C=C1)NC(=O)CCCCCCC(=O)NO. Cell line: NCI-H322M. Synergy scores: CSS=4.82, Synergy_ZIP=0.287, Synergy_Bliss=0.444, Synergy_Loewe=-72.0, Synergy_HSA=-1.93.